This data is from Reaction yield outcomes from USPTO patents with 853,638 reactions. The task is: Predict the reaction yield, written as a fraction of the theoretical maximum amount of product (1.0 means a 100% yield; for example, 0.34 means a 34% yield). (1) The reactants are Br[CH:2]1[CH2:7][CH2:6][CH2:5][CH2:4][C:3]1=[O:8].[N-:9]=[N+:10]=[N-:11].[Na+]. The catalyst is CS(C)=O.O. The product is [N:9]([CH:2]1[CH2:7][CH2:6][CH2:5][CH2:4][C:3]1=[O:8])=[N+:10]=[N-:11]. The yield is 0.920. (2) The reactants are Cl.O1CCOCC1.[Cl:8][C:9]1[CH:14]=[CH:13][C:12]([CH:15]([NH:23][C:24]([C:26]2([NH:41]C(=O)OC(C)(C)C)[CH2:31][CH2:30][N:29]([C:32]3[C:33]4[CH:40]=[CH:39][NH:38][C:34]=4[N:35]=[CH:36][N:37]=3)[CH2:28][CH2:27]2)=[O:25])[CH2:16][CH2:17][NH:18][S:19]([CH3:22])(=[O:21])=[O:20])=[CH:11][CH:10]=1.C(O)(C(F)(F)F)=O. No catalyst specified. The product is [NH2:41][C:26]1([C:24]([NH:23][CH:15]([C:12]2[CH:11]=[CH:10][C:9]([Cl:8])=[CH:14][CH:13]=2)[CH2:16][CH2:17][NH:18][S:19]([CH3:22])(=[O:20])=[O:21])=[O:25])[CH2:27][CH2:28][N:29]([C:32]2[C:33]3[CH:40]=[CH:39][NH:38][C:34]=3[N:35]=[CH:36][N:37]=2)[CH2:30][CH2:31]1. The yield is 0.652. (3) The reactants are FC1C(O)=C(F)C(F)=C(F)C=1F.C1(N=C=NC2CCCCC2)CCCCC1.[Cl:28][C:29]1[CH:30]=[C:31]([CH:55]=[CH:56][CH:57]=1)[O:32][C:33]1[CH:34]=[C:35]2[C:39](=[CH:40][CH:41]=1)[N:38]([C:42]1[CH:47]=[CH:46][C:45]([O:48][CH:49]([CH3:51])[CH3:50])=[CH:44][CH:43]=1)[C:37]([C:52](O)=[O:53])=[CH:36]2.Cl.[CH3:59][O:60][C:61](=[O:64])[CH2:62][NH2:63].CCN(CC)CC. The catalyst is CCOC(C)=O. The product is [CH3:59][O:60][C:61](=[O:64])[CH2:62][NH:63][C:52]([C:37]1[N:38]([C:42]2[CH:47]=[CH:46][C:45]([O:48][CH:49]([CH3:50])[CH3:51])=[CH:44][CH:43]=2)[C:39]2[C:35]([CH:36]=1)=[CH:34][C:33]([O:32][C:31]1[CH:55]=[CH:56][CH:57]=[C:29]([Cl:28])[CH:30]=1)=[CH:41][CH:40]=2)=[O:53]. The yield is 0.860. (4) The reactants are [Cl:1][C:2]1[CH:3]=[C:4]([CH:7]=[C:8]([O:10]C)[CH:9]=1)[CH:5]=[O:6].B(Br)(Br)Br.O. The catalyst is C(Cl)Cl. The product is [Cl:1][C:2]1[CH:3]=[C:4]([CH:7]=[C:8]([OH:10])[CH:9]=1)[CH:5]=[O:6]. The yield is 0.250. (5) The reactants are [Br:1][CH:2]([C:6]1[CH:11]=[CH:10][CH:9]=[CH:8][CH:7]=1)[C:3]([OH:5])=[O:4].[C:12]1([C@@H:18](O)[CH3:19])[CH:17]=[CH:16][CH:15]=[CH:14][CH:13]=1.CCN=C=NCCCN(C)C. The catalyst is CN(C1C=CN=CC=1)C.ClCCl.C(OCC)(=O)C. The product is [Br:1][CH:2]([C:6]1[CH:11]=[CH:10][CH:9]=[CH:8][CH:7]=1)[C:3]([O:5][C@H:18]([C:12]1[CH:17]=[CH:16][CH:15]=[CH:14][CH:13]=1)[CH3:19])=[O:4]. The yield is 0.730. (6) The product is [NH2:18][C:19]1[S:23][C:22]([C:24]2[C:29]([F:30])=[CH:28][CH:27]=[CH:26][C:25]=2[F:31])=[N:21][C:20]=1[C:32]([NH:10][C:8]1[CH:7]=[N:6][N:5]([CH:3]2[CH2:4][O:1][CH2:2]2)[CH:9]=1)=[O:33]. The reactants are [O:1]1[CH2:4][CH:3]([N:5]2[CH:9]=[C:8]([NH2:10])[CH:7]=[N:6]2)[CH2:2]1.C(OC([NH:18][C:19]1[S:23][C:22]([C:24]2[C:29]([F:30])=[CH:28][CH:27]=[CH:26][C:25]=2[F:31])=[N:21][C:20]=1[C:32](O)=[O:33])=O)(C)(C)C.CN(C(ON1N=NC2C=CC=NC1=2)=[N+](C)C)C.F[P-](F)(F)(F)(F)F. The yield is 0.0900. No catalyst specified. (7) The reactants are [Li]CCCC.[C:6](#[N:8])[CH3:7].[CH:9]1([C:13](OCC)=[O:14])[CH2:12][CH2:11][CH2:10]1.C(#N)C.C(=O)=O. The catalyst is C1COCC1. The product is [CH:9]1([C:13](=[O:14])[CH2:7][C:6]#[N:8])[CH2:12][CH2:11][CH2:10]1. The yield is 1.00.